From a dataset of Reaction yield outcomes from USPTO patents with 853,638 reactions. Predict the reaction yield, written as a fraction of the theoretical maximum amount of product (1.0 means a 100% yield; for example, 0.34 means a 34% yield). (1) The reactants are C1(CBr)CC1.Br[CH2:7][CH:8]1[CH2:13][CH2:12][CH2:11][CH2:10][CH2:9]1.[CH3:14][C:15]1[N:16]=[C:17]([N:25]2[CH2:29][CH2:28][NH:27][C:26]2=[O:30])[S:18][C:19]=1[C:20]([O:22][CH2:23][CH3:24])=[O:21]. No catalyst specified. The product is [CH:8]1([CH2:7][N:27]2[CH2:28][CH2:29][N:25]([C:17]3[S:18][C:19]([C:20]([O:22][CH2:23][CH3:24])=[O:21])=[C:15]([CH3:14])[N:16]=3)[C:26]2=[O:30])[CH2:13][CH2:12][CH2:11][CH2:10][CH2:9]1. The yield is 0.760. (2) The reactants are [N+:1]([C:4]1[CH:5]=[C:6]([CH:10]=[CH:11][C:12]=1COCCC)[C:7]([O-:9])=[O:8])([O-:3])=[O:2].[Li+].[OH-].[CH2:20]1C[O:23][CH2:22][CH2:21]1. The catalyst is CCO.O. The product is [N+:1]([C:4]1[CH:5]=[C:6]([CH:10]=[CH:11][C:12]=1[O:23][CH2:22][CH2:21][CH3:20])[C:7]([OH:9])=[O:8])([O-:3])=[O:2]. The yield is 0.970. (3) The reactants are [CH3:1][C:2]1[O:6][N:5]=[C:4]([C:7]2[CH:12]=[CH:11][CH:10]=[CH:9][CH:8]=2)[C:3]=1[CH2:13][O:14][C:15]1[CH:23]=[CH:22][C:18]([C:19]([OH:21])=O)=[CH:17][N:16]=1.[NH:24]1[C:27]2([CH2:30][O:29][CH2:28]2)[CH2:26][CH2:25]1. No catalyst specified. The product is [CH3:1][C:2]1[O:6][N:5]=[C:4]([C:7]2[CH:8]=[CH:9][CH:10]=[CH:11][CH:12]=2)[C:3]=1[CH2:13][O:14][C:15]1[N:16]=[CH:17][C:18]([C:19]([N:24]2[C:27]3([CH2:30][O:29][CH2:28]3)[CH2:26][CH2:25]2)=[O:21])=[CH:22][CH:23]=1. The yield is 0.350.